This data is from NCI-60 drug combinations with 297,098 pairs across 59 cell lines. The task is: Regression. Given two drug SMILES strings and cell line genomic features, predict the synergy score measuring deviation from expected non-interaction effect. (1) Drug 1: C1=CC(=C2C(=C1NCCNCCO)C(=O)C3=C(C=CC(=C3C2=O)O)O)NCCNCCO. Drug 2: CN(C)N=NC1=C(NC=N1)C(=O)N. Cell line: PC-3. Synergy scores: CSS=22.6, Synergy_ZIP=3.64, Synergy_Bliss=2.63, Synergy_Loewe=-7.89, Synergy_HSA=2.78. (2) Cell line: NCIH23. Drug 2: CC1C(C(CC(O1)OC2CC(CC3=C2C(=C4C(=C3O)C(=O)C5=C(C4=O)C(=CC=C5)OC)O)(C(=O)CO)O)N)O.Cl. Drug 1: COC1=NC(=NC2=C1N=CN2C3C(C(C(O3)CO)O)O)N. Synergy scores: CSS=26.0, Synergy_ZIP=0.642, Synergy_Bliss=1.39, Synergy_Loewe=-18.3, Synergy_HSA=1.78. (3) Drug 1: C1CN1P(=S)(N2CC2)N3CC3. Drug 2: C1C(C(OC1N2C=NC3=C2NC=NCC3O)CO)O. Cell line: T-47D. Synergy scores: CSS=19.8, Synergy_ZIP=-7.30, Synergy_Bliss=-2.12, Synergy_Loewe=-2.19, Synergy_HSA=-1.25. (4) Drug 1: C1=NC2=C(N1)C(=S)N=C(N2)N. Drug 2: CC1=C(C(=CC=C1)Cl)NC(=O)C2=CN=C(S2)NC3=CC(=NC(=N3)C)N4CCN(CC4)CCO. Cell line: SF-539. Synergy scores: CSS=38.2, Synergy_ZIP=-10.1, Synergy_Bliss=1.41, Synergy_Loewe=-0.841, Synergy_HSA=4.00. (5) Drug 1: CC12CCC(CC1=CCC3C2CCC4(C3CC=C4C5=CN=CC=C5)C)O. Drug 2: CC1=C(C(=CC=C1)Cl)NC(=O)C2=CN=C(S2)NC3=CC(=NC(=N3)C)N4CCN(CC4)CCO. Cell line: LOX IMVI. Synergy scores: CSS=52.0, Synergy_ZIP=3.64, Synergy_Bliss=11.7, Synergy_Loewe=14.1, Synergy_HSA=13.9. (6) Drug 1: CC1=C(C(=CC=C1)Cl)NC(=O)C2=CN=C(S2)NC3=CC(=NC(=N3)C)N4CCN(CC4)CCO. Drug 2: CN1C2=C(C=C(C=C2)N(CCCl)CCCl)N=C1CCCC(=O)O.Cl. Cell line: SR. Synergy scores: CSS=-1.28, Synergy_ZIP=-1.08, Synergy_Bliss=-1.42, Synergy_Loewe=-3.38, Synergy_HSA=-3.01. (7) Drug 1: CC=C1C(=O)NC(C(=O)OC2CC(=O)NC(C(=O)NC(CSSCCC=C2)C(=O)N1)C(C)C)C(C)C. Drug 2: C1CC(=O)NC(=O)C1N2C(=O)C3=CC=CC=C3C2=O. Cell line: RPMI-8226. Synergy scores: CSS=74.3, Synergy_ZIP=-5.42, Synergy_Bliss=-7.99, Synergy_Loewe=-53.4, Synergy_HSA=-6.34. (8) Drug 1: C1=CC=C(C(=C1)C(C2=CC=C(C=C2)Cl)C(Cl)Cl)Cl. Drug 2: COC1=NC(=NC2=C1N=CN2C3C(C(C(O3)CO)O)O)N. Cell line: HOP-92. Synergy scores: CSS=-6.52, Synergy_ZIP=1.39, Synergy_Bliss=-1.69, Synergy_Loewe=-3.25, Synergy_HSA=-3.70. (9) Drug 1: CN1C(=O)N2C=NC(=C2N=N1)C(=O)N. Drug 2: CNC(=O)C1=NC=CC(=C1)OC2=CC=C(C=C2)NC(=O)NC3=CC(=C(C=C3)Cl)C(F)(F)F. Cell line: RPMI-8226. Synergy scores: CSS=-1.41, Synergy_ZIP=3.27, Synergy_Bliss=-3.23, Synergy_Loewe=-2.57, Synergy_HSA=-7.45. (10) Drug 1: CC1=C(C=C(C=C1)NC2=NC=CC(=N2)N(C)C3=CC4=NN(C(=C4C=C3)C)C)S(=O)(=O)N.Cl. Drug 2: CC1=CC2C(CCC3(C2CCC3(C(=O)C)OC(=O)C)C)C4(C1=CC(=O)CC4)C. Cell line: SK-MEL-2. Synergy scores: CSS=11.1, Synergy_ZIP=5.51, Synergy_Bliss=6.93, Synergy_Loewe=2.61, Synergy_HSA=3.18.